Task: Predict the reactants needed to synthesize the given product.. Dataset: Full USPTO retrosynthesis dataset with 1.9M reactions from patents (1976-2016) (1) Given the product [Cl:1][C:2]1[CH:3]=[CH:4][C:5]2[N:6]([C:8]([C:11]([C:13]3[CH:14]=[C:15]4[C:20](=[CH:21][C:22]=3[F:23])[N:19]=[CH:18][CH:17]=[CH:16]4)=[O:12])=[CH:9][N:10]=2)[N:7]=1, predict the reactants needed to synthesize it. The reactants are: [Cl:1][C:2]1[CH:3]=[CH:4][C:5]2[N:6]([C:8]([CH:11]([C:13]3[CH:14]=[C:15]4[C:20](=[CH:21][C:22]=3[F:23])[N:19]=[CH:18][CH:17]=[CH:16]4)[OH:12])=[CH:9][N:10]=2)[N:7]=1.I(C1C=CC=CC=1C(O)=O)(=O)=O. (2) Given the product [CH3:28][O:29][C:30]1[CH:31]=[CH:32][C:33]([N:36]2[CH2:41][CH2:40][N:39]([CH2:67][CH2:68][CH:69]3[CH2:73][C:72]4([CH2:74][CH2:75][CH2:76][CH2:77][CH2:78]4)[C:71](=[O:79])[O:70]3)[CH2:38][CH2:37]2)=[CH:34][CH:35]=1, predict the reactants needed to synthesize it. The reactants are: N1C2C=CC=CC=2N=C1C1CCN(CCC2OC(=O)C(CC)(CC)C2)CC1.[CH3:28][O:29][C:30]1[CH:35]=[CH:34][C:33]([N:36]2[CH2:41][CH2:40][NH:39][CH2:38][CH2:37]2)=[CH:32][CH:31]=1.N1(C2C=CC=CC=2C#N)CCNCC1.CC1C=CC(S(O[CH2:67][CH2:68][CH:69]2[CH2:73][C:72]3([CH2:78][CH2:77][CH2:76][CH2:75][CH2:74]3)[C:71](=[O:79])[O:70]2)(=O)=O)=CC=1.CC1C=CC(S(OCCC2CC(CC)(CC)C(=O)O2)(=O)=O)=CC=1. (3) Given the product [F:22][C:23]1[C:30]([F:31])=[CH:29][CH:28]=[CH:27][C:24]=1[CH:25]=[N:3][N:2]([C:5]([CH3:12])([CH3:11])[C:6]([O:8][CH2:9][CH3:10])=[O:7])[CH3:1], predict the reactants needed to synthesize it. The reactants are: [CH3:1][NH:2][NH2:3].Br[C:5]([CH3:12])([CH3:11])[C:6]([O:8][CH2:9][CH3:10])=[O:7].C(N(CC)C(C)C)(C)C.[F:22][C:23]1[C:30]([F:31])=[CH:29][CH:28]=[CH:27][C:24]=1[CH:25]=O. (4) Given the product [Cl:15][C:12]1[CH:13]=[CH:14][C:9]([C:5]2[CH:6]=[C:7]([NH:8][C:21]#[C:20][Si:17]([CH3:19])([CH3:18])[CH3:16])[CH:2]=[N:3][CH:4]=2)=[CH:10][CH:11]=1, predict the reactants needed to synthesize it. The reactants are: Br[C:2]1[C:7]([NH2:8])=[CH:6][C:5]([C:9]2[CH:14]=[CH:13][C:12]([Cl:15])=[CH:11][CH:10]=2)=[CH:4][N:3]=1.[CH3:16][Si:17]([C:20]#[CH:21])([CH3:19])[CH3:18]. (5) Given the product [CH3:1][C:2]1[CH:7]=[CH:6][C:5]([S:8]([O:11][CH2:12][CH:13]2[O:18][C:17]3=[C:19]4[C:20](=[CH:21][CH:22]=[C:16]3[O:15][CH2:14]2)[N:23]=[C:27]([CH3:28])[C:26]([CH3:25])=[N:24]4)(=[O:10])=[O:9])=[CH:4][CH:3]=1, predict the reactants needed to synthesize it. The reactants are: [CH3:1][C:2]1[CH:7]=[CH:6][C:5]([S:8]([O:11][CH2:12][C@@H:13]2[O:18][C:17]3[C:19]([NH2:24])=[C:20]([NH2:23])[CH:21]=[CH:22][C:16]=3[O:15][CH2:14]2)(=[O:10])=[O:9])=[CH:4][CH:3]=1.[CH3:25][C:26](=O)[C:27](=O)[CH3:28].